From a dataset of Full USPTO retrosynthesis dataset with 1.9M reactions from patents (1976-2016). Predict the reactants needed to synthesize the given product. (1) Given the product [Cl:1][C:2]1[CH:11]=[CH:10][C:9]([O:12][CH2:20][CH:21]([F:23])[F:22])=[CH:8][C:3]=1[C:4]([O:6][CH3:7])=[O:5], predict the reactants needed to synthesize it. The reactants are: [Cl:1][C:2]1[CH:11]=[CH:10][C:9]([OH:12])=[CH:8][C:3]=1[C:4]([O:6][CH3:7])=[O:5].C(=O)([O-])[O-].[K+].[K+].I[CH2:20][CH:21]([F:23])[F:22]. (2) Given the product [F:9][C:10]1[CH:11]=[C:12]([CH:17]=[CH:18][CH:19]=1)[CH2:13][NH:14][C:15]([NH:1][C:2]1[S:6][N:5]=[C:4]([CH2:7][Cl:8])[N:3]=1)=[O:16], predict the reactants needed to synthesize it. The reactants are: [NH2:1][C:2]1[S:6][N:5]=[C:4]([CH2:7][Cl:8])[N:3]=1.[F:9][C:10]1[CH:11]=[C:12]([CH:17]=[CH:18][CH:19]=1)[CH2:13][N:14]=[C:15]=[O:16].O. (3) Given the product [C:11]([CH2:10][NH:14][CH2:13][C@@H:11]([C@@H:10]([NH:14][C:15](=[O:21])[O:16][C:17]([CH3:19])([CH3:20])[CH3:18])[CH2:9][C@H:8]([CH2:7][C:6]1[CH:25]=[CH:26][C:3]([O:2][CH3:1])=[C:4]([O:27][CH2:28][CH2:29][CH2:30][O:31][CH3:32])[CH:5]=1)[CH:22]([CH3:23])[CH3:24])[OH:12])(=[O:12])[CH3:13], predict the reactants needed to synthesize it. The reactants are: [CH3:1][O:2][C:3]1[CH:26]=[CH:25][C:6]([CH2:7][C@H:8]([CH:22]([CH3:24])[CH3:23])[CH2:9][C@H:10]([NH:14][C:15](=[O:21])[O:16][C:17]([CH3:20])([CH3:19])[CH3:18])[C@@H:11]2[CH2:13][O:12]2)=[CH:5][C:4]=1[O:27][CH2:28][CH2:29][CH2:30][O:31][CH3:32].